Dataset: Reaction yield outcomes from USPTO patents with 853,638 reactions. Task: Predict the reaction yield, written as a fraction of the theoretical maximum amount of product (1.0 means a 100% yield; for example, 0.34 means a 34% yield). (1) The reactants are [Cl-].O[NH3+:3].[C:4](=[O:7])([O-])[OH:5].[Na+].CS(C)=O.[Si]([O:20][CH:21]([CH3:59])[C:22]([CH3:58])([CH3:57])[O:23][C:24]1[CH:29]=[CH:28][C:27]([N:30]2[C:35](=[O:36])[C:34]([CH2:37][C:38]3[CH:43]=[CH:42][C:41]([C:44]4[C:45]([C:50]#[N:51])=[CH:46][CH:47]=[CH:48][CH:49]=4)=[CH:40][CH:39]=3)=[C:33]([CH2:52][CH2:53][CH3:54])[N:32]=[C:31]2[CH2:55][CH3:56])=[CH:26][CH:25]=1)(C(C)(C)C)(C)C. The catalyst is O. The product is [CH2:55]([C:31]1[N:30]([C:27]2[CH:26]=[CH:25][C:24]([O:23][C:22]([CH3:58])([CH3:57])[CH:21]([OH:20])[CH3:59])=[CH:29][CH:28]=2)[C:35](=[O:36])[C:34]([CH2:37][C:38]2[CH:39]=[CH:40][C:41]([C:44]3[CH:49]=[CH:48][CH:47]=[CH:46][C:45]=3[C:50]3[NH:51][C:4](=[O:7])[O:5][N:3]=3)=[CH:42][CH:43]=2)=[C:33]([CH2:52][CH2:53][CH3:54])[N:32]=1)[CH3:56]. The yield is 0.680. (2) The reactants are [Cl:1][C:2]1[CH:10]=[C:9]2[C:5]([CH:6]=[CH:7][NH:8]2)=[CH:4][C:3]=1B1OCC(C)(C)CO1.CN(C=O)C.[C:24]([O-:27])([O-])=O.[K+].[K+].Br[C:31]1[CH:36]=[CH:35][C:34]([CH:37]2[CH2:40][NH:39][CH2:38]2)=[CH:33][CH:32]=1. The catalyst is O1CCOCC1.C1C=CC(P(C2C=CC=CC=2)[C-]2C=CC=C2)=CC=1.C1C=CC(P(C2C=CC=CC=2)[C-]2C=CC=C2)=CC=1.Cl[Pd]Cl.[Fe+2]. The product is [NH:39]1[CH2:40][CH:37]([C:34]2[CH:35]=[CH:36][C:31]([C:3]3[CH:4]=[C:5]4[C:9](=[CH:10][C:2]=3[Cl:1])[NH:8][CH:7]=[C:6]4[CH:24]=[O:27])=[CH:32][CH:33]=2)[CH2:38]1. The yield is 1.00.